Dataset: Catalyst prediction with 721,799 reactions and 888 catalyst types from USPTO. Task: Predict which catalyst facilitates the given reaction. Reactant: [NH2:1][CH2:2][C:3]1[CH:21]=[CH:20][CH:19]=[C:18]([CH3:22])[C:4]=1[CH2:5][NH:6][C:7]1[C:8]2[N:9]([C:13]([CH3:17])=[C:14]([CH3:16])[N:15]=2)[CH:10]=[CH:11][CH:12]=1.N1C=CC=CC=1.Cl[C:30]([O:32][CH3:33])=[O:31]. Product: [CH3:16][C:14]1[N:15]=[C:8]2[C:7]([NH:6][CH2:5][C:4]3[C:18]([CH3:22])=[CH:19][CH:20]=[CH:21][C:3]=3[CH2:2][NH:1][C:30](=[O:31])[O:32][CH3:33])=[CH:12][CH:11]=[CH:10][N:9]2[C:13]=1[CH3:17]. The catalyst class is: 2.